Dataset: Reaction yield outcomes from USPTO patents with 853,638 reactions. Task: Predict the reaction yield, written as a fraction of the theoretical maximum amount of product (1.0 means a 100% yield; for example, 0.34 means a 34% yield). The reactants are [CH3:1][C:2]1[CH:3]=[C:4]([CH:18]=[C:19]([CH3:21])[CH:20]=1)[C:5]([C:7]1[NH:12][C:11](=[O:13])[NH:10][C:9](=[O:14])[C:8]=1[CH:15]([CH3:17])[CH3:16])=[O:6].C(=O)([O-])[O-].[K+].[K+].[I-].[Li+].[Cl:30][C:31]1[N:36]=[C:35]([CH2:37]Cl)[CH:34]=[CH:33][N:32]=1. The catalyst is CN(C=O)C. The product is [Cl:30][C:31]1[N:36]=[C:35]([CH2:37][N:12]2[C:7]([C:5](=[O:6])[C:4]3[CH:3]=[C:2]([CH3:1])[CH:20]=[C:19]([CH3:21])[CH:18]=3)=[C:8]([CH:15]([CH3:17])[CH3:16])[C:9](=[O:14])[NH:10][C:11]2=[O:13])[CH:34]=[CH:33][N:32]=1. The yield is 0.510.